Dataset: TCR-epitope binding with 47,182 pairs between 192 epitopes and 23,139 TCRs. Task: Binary Classification. Given a T-cell receptor sequence (or CDR3 region) and an epitope sequence, predict whether binding occurs between them. (1) The epitope is YLQPRTFLL. Result: 1 (the TCR binds to the epitope). The TCR CDR3 sequence is CSARGGQGQNTGELFF. (2) The epitope is TFYLTNDVSFL. The TCR CDR3 sequence is CASSLTAPDTEAFF. Result: 0 (the TCR does not bind to the epitope).